Dataset: Serine/threonine kinase 33 screen with 319,792 compounds. Task: Binary Classification. Given a drug SMILES string, predict its activity (active/inactive) in a high-throughput screening assay against a specified biological target. (1) The drug is S(=O)(=O)(c1cc(c(cc1)C)C)c1c(O)ccc(O)c1. The result is 0 (inactive). (2) The molecule is S1C(c2c(n([nH]c2=O)C(CCC)C)NC(=O)C1)c1ccccc1. The result is 0 (inactive). (3) The compound is O1CC(NC(=O)C(CC(=O)N(Cc2ccccc2)CCO)CC=CCCCCC1=O)Cc1ccccc1. The result is 0 (inactive). (4) The compound is S(c1nc(nc(c1)C)NC(=O)C)CC(OC)=O. The result is 0 (inactive).